From a dataset of Catalyst prediction with 721,799 reactions and 888 catalyst types from USPTO. Predict which catalyst facilitates the given reaction. Reactant: [C:1]([C:3]1[CH:8]=[C:7]([CH2:9][C:10]([O:12][CH3:13])=[O:11])[CH:6]=[CH:5][C:4]=1[N:14]1[C:22]2[C:17](=[CH:18][C:19]([C:23]([O:25]C(C)(C)C)=[O:24])=[CH:20][CH:21]=2)[CH:16]=[CH:15]1)#[N:2].C(O)(C(F)(F)F)=O. Product: [C:1]([C:3]1[CH:8]=[C:7]([CH2:9][C:10]([O:12][CH3:13])=[O:11])[CH:6]=[CH:5][C:4]=1[N:14]1[C:22]2[C:17](=[CH:18][C:19]([C:23]([OH:25])=[O:24])=[CH:20][CH:21]=2)[CH:16]=[CH:15]1)#[N:2]. The catalyst class is: 2.